Dataset: Reaction yield outcomes from USPTO patents with 853,638 reactions. Task: Predict the reaction yield, written as a fraction of the theoretical maximum amount of product (1.0 means a 100% yield; for example, 0.34 means a 34% yield). The reactants are C[C:2]([O-:5])(C)C.[K+:6].[C:7](#[N:12])[CH2:8][CH2:9][C:10]#[N:11]. The catalyst is C(O)(C)(C)C.C1(C)C=CC=CC=1. The product is [C:10]([C:9]([CH2:8][C:7]#[N:12])=[CH:2][O-:5])#[N:11].[K+:6]. The yield is 0.550.